Dataset: Forward reaction prediction with 1.9M reactions from USPTO patents (1976-2016). Task: Predict the product of the given reaction. (1) Given the reactants [CH2:1]([NH:3][C:4](=[O:17])[C@H:5]([NH:9]C(=O)OC(C)(C)C)[C@@H:6]([OH:8])[CH3:7])[CH3:2].Cl, predict the reaction product. The product is: [NH2:9][C@H:5]([C@@H:6]([OH:8])[CH3:7])[C:4]([NH:3][CH2:1][CH3:2])=[O:17]. (2) The product is: [CH3:23][S:20]([C:17]1[CH:18]=[CH:19][C:14](/[C:4](/[CH2:3][O:2][C:1]([O:24][CH2:25][CH2:26][CH2:27][CH2:28][CH2:29][O:30][N+:31]([O-:33])=[O:32])=[O:34])=[C:5](\[C:8]2[CH:9]=[CH:10][CH:11]=[CH:12][CH:13]=2)/[C:6]([OH:37])=[O:7])=[CH:15][CH:16]=1)(=[O:21])=[O:22]. Given the reactants [C:1](=[O:34])([O:24][CH2:25][CH2:26][CH2:27][CH2:28][CH2:29][O:30][N+:31]([O-:33])=[O:32])[O:2][CH2:3]/[C:4](/[C:14]1[CH:19]=[CH:18][C:17]([S:20]([CH3:23])(=[O:22])=[O:21])=[CH:16][CH:15]=1)=[C:5](/[C:8]1[CH:13]=[CH:12][CH:11]=[CH:10][CH:9]=1)\[CH2:6][OH:7].CC(OI1(OC(C)=O)(OC(C)=O)OC(=O)C2C=CC=CC1=2)=[O:37].O.OP(O)(O)=O.[O-]Cl=O.[Na+].CC(=CC)C, predict the reaction product. (3) Given the reactants Br[C:2]1[C:3]([C:16]2[CH:21]=[CH:20][CH:19]=[CH:18][CH:17]=2)=[N:4][C:5]2[C:10]([N:11]=1)=[CH:9][C:8]([C:12]([O:14]C)=[O:13])=[CH:7][CH:6]=2.[N:22]1[CH:27]=[CH:26][C:25](B(O)O)=[CH:24][CH:23]=1, predict the reaction product. The product is: [C:16]1([C:3]2[C:2]([C:25]3[CH:26]=[CH:27][N:22]=[CH:23][CH:24]=3)=[N:11][C:10]3[C:5](=[CH:6][CH:7]=[C:8]([C:12]([OH:14])=[O:13])[CH:9]=3)[N:4]=2)[CH:21]=[CH:20][CH:19]=[CH:18][CH:17]=1. (4) Given the reactants CC1C=CC(S(O[CH2:12][C@H:13]2[CH2:18][CH2:17][C@H:16]([N:19]3[C:23]4=C5SC=[CH:28][C:25]5=[N:26][CH:27]=[C:22]4[N:21]=[C:20]3[C@H:31]([OH:33])[CH3:32])[CH2:15][O:14]2)(=O)=O)=CC=1.[C-:34]#[N:35].[Na+].[CH3:37][S:38]([CH3:40])=O, predict the reaction product. The product is: [OH:33][C@@H:31]([C:20]1[N:19]([C@@H:16]2[CH2:15][O:14][C@@H:13]([CH2:12][C:34]#[N:35])[CH2:18][CH2:17]2)[C:23]2=[C:40]3[S:38][CH:37]=[CH:28][C:25]3=[N:26][CH:27]=[C:22]2[N:21]=1)[CH3:32]. (5) Given the reactants [O:1]1[CH:5]=[CH:4][CH:3]([C:6]2[C:7]([F:12])=[N:8][CH:9]=[CH:10][CH:11]=2)[CH2:2]1, predict the reaction product. The product is: [F:12][C:7]1[C:6]([CH:3]2[CH2:4][CH2:5][O:1][CH2:2]2)=[CH:11][CH:10]=[CH:9][N:8]=1. (6) The product is: [P:1]([OH:3])([OH:8])([O:13][CH2:14][C@H:15]1[CH2:19][CH2:18][CH2:17][N:16]1[CH2:20][CH2:21][CH2:22][O:23][C:24]1[CH:33]=[C:32]2[C:27]([C:28]([NH:34][C:35]3[S:36][C:37]([CH2:40][C:41]([NH:43][C:44]4[CH:49]=[CH:48][CH:47]=[C:46]([F:50])[C:45]=4[F:51])=[O:42])=[CH:38][N:39]=3)=[N:29][CH:30]=[N:31]2)=[CH:26][C:25]=1[O:52][CH3:53])=[O:2]. Given the reactants [P:1]([O:13][CH2:14][C@H:15]1[CH2:19][CH2:18][CH2:17][N:16]1[CH2:20][CH2:21][CH2:22][O:23][C:24]1[CH:33]=[C:32]2[C:27]([C:28]([NH:34][C:35]3[S:36][C:37]([CH2:40][C:41]([NH:43][C:44]4[CH:49]=[CH:48][CH:47]=[C:46]([F:50])[C:45]=4[F:51])=[O:42])=[CH:38][N:39]=3)=[N:29][CH:30]=[N:31]2)=[CH:26][C:25]=1[O:52][CH3:53])([O:8]C(C)(C)C)([O:3]C(C)(C)C)=[O:2].Cl.C1(N)C(F)=C(F)C(F)=C(N)C=1F.Cl.Cl, predict the reaction product. (7) Given the reactants C(O)C.[Na].[C:5](=[N:8][OH:9])([NH2:7])[CH3:6].[Br:10][C:11]1[CH:20]=[CH:19][CH:18]=[CH:17][C:12]=1[C:13](OC)=O, predict the reaction product. The product is: [Br:10][C:11]1[CH:20]=[CH:19][CH:18]=[CH:17][C:12]=1[C:13]1[O:9][N:8]=[C:5]([CH3:6])[N:7]=1.